Dataset: Forward reaction prediction with 1.9M reactions from USPTO patents (1976-2016). Task: Predict the product of the given reaction. (1) Given the reactants [O:1]([CH2:8][C:9]([O:11][CH3:12])=[O:10])[C:2]1[CH:7]=[CH:6][CH:5]=[CH:4][CH:3]=1.[Cl:13][S:14](O)(=[O:16])=[O:15], predict the reaction product. The product is: [Cl:13][S:14]([C:5]1[CH:6]=[CH:7][C:2]([O:1][CH2:8][C:9]([O:11][CH3:12])=[O:10])=[CH:3][CH:4]=1)(=[O:16])=[O:15]. (2) Given the reactants Cl[C:2]1[N:7]=[C:6]([NH:8][C:9]2[CH:14]=[CH:13][CH:12]=[C:11]([OH:15])[CH:10]=2)[C:5]([F:16])=[CH:4][N:3]=1.[NH2:17][CH2:18][CH2:19][C:20]1[C:28]2[C:23](=[CH:24][CH:25]=[CH:26][CH:27]=2)[NH:22][CH:21]=1, predict the reaction product. The product is: [F:16][C:5]1[C:6]([NH:8][C:9]2[CH:14]=[CH:13][CH:12]=[C:11]([OH:15])[CH:10]=2)=[N:7][C:2]([NH:17][CH2:18][CH2:19][C:20]2[C:28]3[C:23](=[CH:24][CH:25]=[CH:26][CH:27]=3)[NH:22][CH:21]=2)=[N:3][CH:4]=1.